This data is from Retrosynthesis with 50K atom-mapped reactions and 10 reaction types from USPTO. The task is: Predict the reactants needed to synthesize the given product. (1) Given the product COC(=O)[C@@H](NC(=O)c1ccc(-c2ccc(OC)c(F)c2)cc1NC(=O)Nc1c(C)cc(C)cc1C)[C@@H](C)OC(C)(C)C, predict the reactants needed to synthesize it. The reactants are: COC(=O)[C@@H](NC(=O)c1ccc(-c2ccc(OC)c(F)c2)cc1N)[C@@H](C)OC(C)(C)C.Cc1cc(C)c(N=C=O)c(C)c1. (2) Given the product O=C(O)c1ccc(N2CCc3ccccc32)cc1Nc1ccc2sccc2c1, predict the reactants needed to synthesize it. The reactants are: CC(C)(C)OC(=O)c1ccc(N2CCc3ccccc32)cc1Nc1ccc2sccc2c1. (3) The reactants are: O=C1c2ccccc2C(=O)N1CC1CC2(CCN1)OCCO2. Given the product NCC1CC2(CCN1)OCCO2, predict the reactants needed to synthesize it.